This data is from NCI-60 drug combinations with 297,098 pairs across 59 cell lines. The task is: Regression. Given two drug SMILES strings and cell line genomic features, predict the synergy score measuring deviation from expected non-interaction effect. (1) Drug 1: CN(C)N=NC1=C(NC=N1)C(=O)N. Drug 2: CC1CCCC2(C(O2)CC(NC(=O)CC(C(C(=O)C(C1O)C)(C)C)O)C(=CC3=CSC(=N3)C)C)C. Cell line: COLO 205. Synergy scores: CSS=-5.40, Synergy_ZIP=-0.743, Synergy_Bliss=-6.34, Synergy_Loewe=-11.8, Synergy_HSA=-9.61. (2) Drug 1: CC1CCC2CC(C(=CC=CC=CC(CC(C(=O)C(C(C(=CC(C(=O)CC(OC(=O)C3CCCCN3C(=O)C(=O)C1(O2)O)C(C)CC4CCC(C(C4)OC)O)C)C)O)OC)C)C)C)OC. Drug 2: CCC1=C2CN3C(=CC4=C(C3=O)COC(=O)C4(CC)O)C2=NC5=C1C=C(C=C5)O. Cell line: OVCAR3. Synergy scores: CSS=12.3, Synergy_ZIP=-5.58, Synergy_Bliss=-4.65, Synergy_Loewe=-11.3, Synergy_HSA=-2.47. (3) Synergy scores: CSS=7.50, Synergy_ZIP=-3.01, Synergy_Bliss=-3.89, Synergy_Loewe=3.68, Synergy_HSA=-0.531. Drug 1: CC1C(C(CC(O1)OC2CC(CC3=C2C(=C4C(=C3O)C(=O)C5=C(C4=O)C(=CC=C5)OC)O)(C(=O)CO)O)N)O.Cl. Drug 2: C1C(C(OC1N2C=NC3=C2NC=NCC3O)CO)O. Cell line: T-47D. (4) Drug 1: CC1CCC2CC(C(=CC=CC=CC(CC(C(=O)C(C(C(=CC(C(=O)CC(OC(=O)C3CCCCN3C(=O)C(=O)C1(O2)O)C(C)CC4CCC(C(C4)OC)OCCO)C)C)O)OC)C)C)C)OC. Drug 2: C1CNP(=O)(OC1)N(CCCl)CCCl. Cell line: HS 578T. Synergy scores: CSS=11.6, Synergy_ZIP=-3.84, Synergy_Bliss=-1.88, Synergy_Loewe=-16.3, Synergy_HSA=-0.680. (5) Drug 1: CC(CN1CC(=O)NC(=O)C1)N2CC(=O)NC(=O)C2. Drug 2: C1CC(C1)(C(=O)O)C(=O)O.[NH2-].[NH2-].[Pt+2]. Cell line: HCC-2998. Synergy scores: CSS=13.5, Synergy_ZIP=-4.95, Synergy_Bliss=0.835, Synergy_Loewe=0.427, Synergy_HSA=0.312.